Dataset: Forward reaction prediction with 1.9M reactions from USPTO patents (1976-2016). Task: Predict the product of the given reaction. (1) Given the reactants [C:1]1(=[O:8])[CH:6]=[CH:5][C:4](=[O:7])[CH:3]=[CH:2]1.[CH:9]([C:11]1[S:12][CH:13]=[CH:14][CH:15]=1)=[CH2:10], predict the reaction product. The product is: [CH:14]1[C:15]2=[C:6]3[C:5](=[CH:10][CH:9]=[C:11]2[S:12][CH:13]=1)[C:4](=[O:7])[C:3]1[C:2](=[CH:10][CH:9]=[C:11]2[S:12][CH:13]=[CH:14][C:15]2=1)[C:1]3=[O:8]. (2) Given the reactants [NH3:1].C[O:3][C:4]([C:6]1[N:14]=[CH:13][C:12]2[NH:11][C:10]3[N:15]=[CH:16][C:17]([Br:19])=[CH:18][C:9]=3[C:8]=2[CH:7]=1)=O, predict the reaction product. The product is: [NH3:11].[Br:19][C:17]1[CH:16]=[N:15][C:10]2[NH:11][C:12]3[CH:13]=[N:14][C:6]([C:4]([NH2:1])=[O:3])=[CH:7][C:8]=3[C:9]=2[CH:18]=1. (3) Given the reactants CS(O[CH2:6][C@H:7]1[N:18]2[C:19]3[C:10](=[C:11]([F:21])[CH:12]=[N:13][C:14]=3[CH:15]=[CH:16][C:17]2=[O:20])[O:9][CH2:8]1)(=O)=O.[NH:22]1[CH2:26][CH2:25][C@@H:24]([CH2:27][NH:28][C:29](=[O:35])[O:30][C:31]([CH3:34])([CH3:33])[CH3:32])[CH2:23]1, predict the reaction product. The product is: [F:21][C:11]1[CH:12]=[N:13][C:14]2[CH:15]=[CH:16][C:17](=[O:20])[N:18]3[C@H:7]([CH2:6][N:22]4[CH2:26][CH2:25][C@@H:24]([CH2:27][NH:28][C:29](=[O:35])[O:30][C:31]([CH3:33])([CH3:32])[CH3:34])[CH2:23]4)[CH2:8][O:9][C:10]=1[C:19]=23.